From a dataset of Forward reaction prediction with 1.9M reactions from USPTO patents (1976-2016). Predict the product of the given reaction. Given the reactants C([O:4][CH2:5][C:6]1[CH:7]=[C:8]2[CH:14]=[CH:13][O:12][C:9]2=[CH:10][N:11]=1)(=O)C.C([O-])([O-])=O.[K+].[K+].O.C(Cl)[Cl:23], predict the reaction product. The product is: [Cl:23][C:14]1[C:8]2[C:9](=[CH:10][N:11]=[C:6]([CH2:5][OH:4])[CH:7]=2)[O:12][CH:13]=1.